From a dataset of NCI-60 drug combinations with 297,098 pairs across 59 cell lines. Regression. Given two drug SMILES strings and cell line genomic features, predict the synergy score measuring deviation from expected non-interaction effect. Drug 1: C1CN1C2=NC(=NC(=N2)N3CC3)N4CC4. Drug 2: CN(C)C1=NC(=NC(=N1)N(C)C)N(C)C. Cell line: T-47D. Synergy scores: CSS=28.3, Synergy_ZIP=5.40, Synergy_Bliss=4.46, Synergy_Loewe=3.14, Synergy_HSA=3.21.